From a dataset of Peptide-MHC class I binding affinity with 185,985 pairs from IEDB/IMGT. Regression. Given a peptide amino acid sequence and an MHC pseudo amino acid sequence, predict their binding affinity value. This is MHC class I binding data. (1) The peptide sequence is VVIFILLMLV. The MHC is HLA-A02:06 with pseudo-sequence HLA-A02:06. The binding affinity (normalized) is 0.364. (2) The peptide sequence is IAFPKTFGW. The MHC is Mamu-B17 with pseudo-sequence Mamu-B17. The binding affinity (normalized) is 0.888. (3) The peptide sequence is FIMAYVNQAH. The MHC is HLA-A33:01 with pseudo-sequence HLA-A33:01. The binding affinity (normalized) is 0.114.